From a dataset of Full USPTO retrosynthesis dataset with 1.9M reactions from patents (1976-2016). Predict the reactants needed to synthesize the given product. (1) Given the product [CH2:1]([O:3][C:4]([C:6]1([C:9]2[CH:10]=[CH:11][C:12]([C:15]3[CH:20]=[CH:19][C:18]([C:21]4[O:25][N:24]=[C:23]([CH3:26])[C:22]=4[N:27]([C:37]4[CH:38]=[CH:39][CH:40]=[C:35]([CH2:28][C:29]5[CH:30]=[CH:31][CH:32]=[CH:33][CH:34]=5)[N:36]=4)[C:37]4[CH:38]=[CH:39][CH:40]=[C:35]([CH2:28][C:29]5[CH:34]=[CH:33][CH:32]=[CH:31][CH:30]=5)[N:36]=4)=[CH:17][CH:16]=3)=[CH:13][CH:14]=2)[CH2:8][CH2:7]1)=[O:5])[CH3:2], predict the reactants needed to synthesize it. The reactants are: [CH2:1]([O:3][C:4]([C:6]1([C:9]2[CH:14]=[CH:13][C:12]([C:15]3[CH:20]=[CH:19][C:18]([C:21]4[O:25][N:24]=[C:23]([CH3:26])[C:22]=4[NH2:27])=[CH:17][CH:16]=3)=[CH:11][CH:10]=2)[CH2:8][CH2:7]1)=[O:5])[CH3:2].[CH2:28]([C:35]1[CH:40]=[CH:39][CH:38]=[C:37](Br)[N:36]=1)[C:29]1[CH:34]=[CH:33][CH:32]=[CH:31][CH:30]=1. (2) Given the product [C:16]1([C:3]2[C:2]([C:27]3[CH:28]=[CH:29][C:24]([C:23]([F:34])([F:33])[F:22])=[CH:25][CH:26]=3)=[N:11][C:10]3[C:5](=[CH:6][CH:7]=[C:8]([C:12]([O:14][CH3:15])=[O:13])[CH:9]=3)[N:4]=2)[CH:21]=[CH:20][CH:19]=[CH:18][CH:17]=1, predict the reactants needed to synthesize it. The reactants are: Cl[C:2]1[C:3]([C:16]2[CH:21]=[CH:20][CH:19]=[CH:18][CH:17]=2)=[N:4][C:5]2[C:10]([N:11]=1)=[CH:9][C:8]([C:12]([O:14][CH3:15])=[O:13])=[CH:7][CH:6]=2.[F:22][C:23]([F:34])([F:33])[C:24]1[CH:29]=[CH:28][C:27](B(O)O)=[CH:26][CH:25]=1.[O-]P([O-])([O-])=O.[K+].[K+].[K+]. (3) Given the product [N:21]1([C:27]2[CH:32]=[CH:31][CH:30]=[CH:29][C:28]=2[O:33][C:2]2[CH:20]=[CH:19][CH:18]=[CH:17][C:3]=2[C:4]([NH:6][C:7]2[CH:12]=[CH:11][CH:10]=[C:9]([S:13]([NH2:16])(=[O:15])=[O:14])[CH:8]=2)=[O:5])[CH2:26][CH2:25][CH2:24][CH2:23][CH2:22]1, predict the reactants needed to synthesize it. The reactants are: Br[C:2]1[CH:20]=[CH:19][CH:18]=[CH:17][C:3]=1[C:4]([NH:6][C:7]1[CH:12]=[CH:11][CH:10]=[C:9]([S:13]([NH2:16])(=[O:15])=[O:14])[CH:8]=1)=[O:5].[N:21]1([C:27]2[CH:32]=[CH:31][CH:30]=[CH:29][C:28]=2[OH:33])[CH2:26][CH2:25][CH2:24][CH2:23][CH2:22]1.[O-]P([O-])([O-])=O.[K+].[K+].[K+]. (4) Given the product [CH3:1][C:2]1[C:7](=[O:8])[N:6]([C:9]2[CH:14]=[CH:13][CH:12]=[C:11]([NH:15][C:31](=[O:32])[C:30]3[CH:29]=[C:28]([Cl:27])[CH:36]=[C:35]([Cl:37])[CH:34]=3)[CH:10]=2)[C:5]2[N:16]=[CH:17][CH:18]=[CH:19][C:4]=2[N:3]=1, predict the reactants needed to synthesize it. The reactants are: [CH3:1][C:2]1[C:7](=[O:8])[N:6]([C:9]2[CH:14]=[CH:13][CH:12]=[C:11]([NH2:15])[CH:10]=2)[C:5]2[N:16]=[CH:17][CH:18]=[CH:19][C:4]=2[N:3]=1.C(N(CC)CC)C.[Cl:27][C:28]1[CH:29]=[C:30]([CH:34]=[C:35]([Cl:37])[CH:36]=1)[C:31](Cl)=[O:32].